From a dataset of Full USPTO retrosynthesis dataset with 1.9M reactions from patents (1976-2016). Predict the reactants needed to synthesize the given product. (1) Given the product [Cl:1][C:2]1[CH:21]=[C:20]([C:22]([F:24])([F:25])[F:23])[CH:19]=[CH:18][C:3]=1[CH2:4][N:5]1[C:9]([CH2:10][CH2:11][C:12]([NH:33][S:30]([CH2:29][CH2:28][CH:27]([CH3:34])[CH3:26])(=[O:32])=[O:31])=[O:14])=[CH:8][C:7]([CH:15]2[CH2:17][CH2:16]2)=[N:6]1, predict the reactants needed to synthesize it. The reactants are: [Cl:1][C:2]1[CH:21]=[C:20]([C:22]([F:25])([F:24])[F:23])[CH:19]=[CH:18][C:3]=1[CH2:4][N:5]1[C:9]([CH2:10][CH2:11][C:12]([OH:14])=O)=[CH:8][C:7]([CH:15]2[CH2:17][CH2:16]2)=[N:6]1.[CH3:26][CH:27]([CH3:34])[CH2:28][CH2:29][S:30]([NH2:33])(=[O:32])=[O:31].N12CCCN=C1CCCCC2.Cl. (2) The reactants are: F[C:2]1[C:3]([N+:18]([O-:20])=[O:19])=[C:4]([CH:14]=[C:15]([F:17])[CH:16]=1)[NH:5][C:6]1[CH:11]=[CH:10][C:9]([I:12])=[CH:8][C:7]=1[F:13].[C:21]([NH:28][C:29]1[CH:30]=[C:31]([OH:35])[CH:32]=[CH:33][CH:34]=1)([O:23][C:24]([CH3:27])([CH3:26])[CH3:25])=[O:22].C(=O)([O-])[O-].[Cs+].[Cs+]. Given the product [F:17][C:15]1[CH:14]=[C:4]([NH:5][C:6]2[CH:11]=[CH:10][C:9]([I:12])=[CH:8][C:7]=2[F:13])[C:3]([N+:18]([O-:20])=[O:19])=[C:2]([CH:16]=1)[O:35][C:31]1[CH:30]=[C:29]([NH:28][C:21](=[O:22])[O:23][C:24]([CH3:26])([CH3:25])[CH3:27])[CH:34]=[CH:33][CH:32]=1, predict the reactants needed to synthesize it. (3) Given the product [Cl:17][C:18]1[CH:19]=[CH:20][C:21]2[O:25][C:24]([C:26]3[CH:27]=[CH:28][C:29]([C:32]([N:34]4[CH2:35][CH2:36][N:37]([C:45]([C:42]5([OH:41])[CH2:44][CH2:43]5)=[O:46])[CH2:38][CH2:39]4)=[O:33])=[CH:30][CH:31]=3)=[N:23][C:22]=2[CH:40]=1, predict the reactants needed to synthesize it. The reactants are: C(N(CC)C(C)C)(C)C.FC(F)(F)C(O)=O.[Cl:17][C:18]1[CH:19]=[CH:20][C:21]2[O:25][C:24]([C:26]3[CH:31]=[CH:30][C:29]([C:32]([N:34]4[CH2:39][CH2:38][NH:37][CH2:36][CH2:35]4)=[O:33])=[CH:28][CH:27]=3)=[N:23][C:22]=2[CH:40]=1.[OH:41][C:42]1([C:45](O)=[O:46])[CH2:44][CH2:43]1.F[P-](F)(F)(F)(F)F.N1(OC(N(C)C)=[N+](C)C)C2C=CC=CC=2N=N1. (4) The reactants are: [CH3:1][S:2](Cl)(=[O:4])=[O:3].[C:6]1([C:12]2[C:13]3[CH:22]=[CH:21][CH:20]=[CH:19][C:14]=3[S:15][C:16]=2[CH2:17][OH:18])[CH:11]=[CH:10][CH:9]=[CH:8][CH:7]=1.CCN(C(C)C)C(C)C. Given the product [CH3:1][S:2]([O:18][CH2:17][C:16]1[S:15][C:14]2[CH:19]=[CH:20][CH:21]=[CH:22][C:13]=2[C:12]=1[C:6]1[CH:7]=[CH:8][CH:9]=[CH:10][CH:11]=1)(=[O:4])=[O:3], predict the reactants needed to synthesize it.